From a dataset of NCI-60 drug combinations with 297,098 pairs across 59 cell lines. Regression. Given two drug SMILES strings and cell line genomic features, predict the synergy score measuring deviation from expected non-interaction effect. (1) Drug 2: N.N.Cl[Pt+2]Cl. Synergy scores: CSS=31.9, Synergy_ZIP=0.992, Synergy_Bliss=-0.181, Synergy_Loewe=-23.7, Synergy_HSA=-4.66. Drug 1: C(=O)(N)NO. Cell line: HOP-92. (2) Drug 1: C1=CN(C(=O)N=C1N)C2C(C(C(O2)CO)O)O.Cl. Drug 2: CC1C(C(CC(O1)OC2CC(OC(C2O)C)OC3=CC4=CC5=C(C(=O)C(C(C5)C(C(=O)C(C(C)O)O)OC)OC6CC(C(C(O6)C)O)OC7CC(C(C(O7)C)O)OC8CC(C(C(O8)C)O)(C)O)C(=C4C(=C3C)O)O)O)O. Cell line: SN12C. Synergy scores: CSS=66.1, Synergy_ZIP=-5.12, Synergy_Bliss=1.52, Synergy_Loewe=-9.15, Synergy_HSA=0.940. (3) Drug 1: C1=CC(=CC=C1CCCC(=O)O)N(CCCl)CCCl. Drug 2: CC1=C(C=C(C=C1)NC(=O)C2=CC=C(C=C2)CN3CCN(CC3)C)NC4=NC=CC(=N4)C5=CN=CC=C5. Cell line: SW-620. Synergy scores: CSS=9.34, Synergy_ZIP=-9.48, Synergy_Bliss=-4.23, Synergy_Loewe=-12.7, Synergy_HSA=-9.58.